Dataset: Full USPTO retrosynthesis dataset with 1.9M reactions from patents (1976-2016). Task: Predict the reactants needed to synthesize the given product. (1) Given the product [CH3:27][C:20]1([CH3:28])[CH2:19][C@H:18]([NH:17][C:15]2[C:14]([F:29])=[CH:13][N:12]=[C:11]([NH:5][C:4]3[CH:6]=[CH:7][C:8]([O:38][CH2:44][CH2:43][OH:45])=[C:2]([F:1])[CH:3]=3)[N:16]=2)[CH2:26][C@H:25]2[N:21]1[CH2:22][CH2:23][CH2:24]2, predict the reactants needed to synthesize it. The reactants are: [F:1][C:2]1[CH:3]=[C:4]([CH:6]=[CH:7][CH:8]=1)[NH2:5].Cl.Cl[C:11]1[N:16]=[C:15]([NH:17][C@@H:18]2[CH2:26][C@H:25]3[N:21]([CH2:22][CH2:23][CH2:24]3)[C:20]([CH3:28])([CH3:27])[CH2:19]2)[C:14]([F:29])=[CH:13][N:12]=1.CC1C=CC(S(O)(=O)=[O:38])=CC=1.O.C[CH:43]([OH:45])[CH3:44]. (2) Given the product [C:16]1([CH2:15][CH2:14][CH2:13][CH2:12][CH2:11][O:10][C:8](=[O:9])[NH:7][C@H:3]2[C:4](=[O:6])[O:5][C@@H:2]2[CH3:22])[CH:21]=[CH:20][CH:19]=[CH:18][CH:17]=1, predict the reactants needed to synthesize it. The reactants are: O[C@H:2]([CH3:22])[C@@H:3]([NH:7][C:8]([O:10][CH2:11][CH2:12][CH2:13][CH2:14][CH2:15][C:16]1[CH:21]=[CH:20][CH:19]=[CH:18][CH:17]=1)=[O:9])[C:4]([OH:6])=[O:5].CCN(CC)CC.CN(C(ON1N=NC2C=CC=CC1=2)=[N+](C)C)C.[B-](F)(F)(F)F. (3) Given the product [CH3:12][S:11][C:5]1[N:4]=[C:3]([CH2:1][O:2][Si:23]([CH:27]([CH3:29])[CH3:28])([CH:24]([CH3:26])[CH3:25])[CH:20]([CH3:22])[CH3:21])[CH:10]=[CH:9][C:6]=1[C:7]#[N:8], predict the reactants needed to synthesize it. The reactants are: [CH:1]([C:3]1[CH:10]=[CH:9][C:6]([C:7]#[N:8])=[C:5]([S:11][CH3:12])[N:4]=1)=[O:2].[BH4-].[Na+].N1C=CN=C1.[CH:20]([Si:23](Cl)([CH:27]([CH3:29])[CH3:28])[CH:24]([CH3:26])[CH3:25])([CH3:22])[CH3:21]. (4) Given the product [C:27]1([O:1][CH2:2][CH2:3][CH2:4][C:5]2[C:13]3[C:8](=[CH:9][CH:10]=[CH:11][CH:12]=3)[NH:7][C:6]=2[C:14]([O:16][CH2:17][CH3:18])=[O:15])[C:28]2[CH2:19][CH2:20][CH2:21][CH2:22][C:23]=2[CH:24]=[CH:25][CH:26]=1, predict the reactants needed to synthesize it. The reactants are: [OH:1][CH2:2][CH2:3][CH2:4][C:5]1[C:13]2[C:8](=[CH:9][CH:10]=[CH:11][CH:12]=2)[NH:7][C:6]=1[C:14]([O:16][CH2:17][CH3:18])=[O:15].[C:19]1(O)[C:28]2[CH2:27][CH2:26][CH2:25][CH2:24][C:23]=2[CH:22]=[CH:21][CH:20]=1. (5) The reactants are: Br[C:2]1[CH:7]=[CH:6][N:5]=[C:4]([NH:8][C:9](=[O:21])[CH2:10][N:11]2[CH2:16][CH2:15][N:14]3[C:17](=[O:20])[CH2:18][CH2:19][CH:13]3[CH2:12]2)[CH:3]=1.[F:22][C:23]1[CH:24]=[C:25](B(O)O)[CH:26]=[C:27]([F:29])[CH:28]=1. Given the product [F:22][C:23]1[CH:24]=[C:25]([C:2]2[CH:7]=[CH:6][N:5]=[C:4]([NH:8][C:9](=[O:21])[CH2:10][N:11]3[CH2:16][CH2:15][N:14]4[C:17](=[O:20])[CH2:18][CH2:19][CH:13]4[CH2:12]3)[CH:3]=2)[CH:26]=[C:27]([F:29])[CH:28]=1, predict the reactants needed to synthesize it.